Dataset: Peptide-MHC class II binding affinity with 134,281 pairs from IEDB. Task: Regression. Given a peptide amino acid sequence and an MHC pseudo amino acid sequence, predict their binding affinity value. This is MHC class II binding data. The peptide sequence is EHELYVAVLSNALHR. The MHC is HLA-DPA10103-DPB10401 with pseudo-sequence HLA-DPA10103-DPB10401. The binding affinity (normalized) is 0.375.